From a dataset of Full USPTO retrosynthesis dataset with 1.9M reactions from patents (1976-2016). Predict the reactants needed to synthesize the given product. (1) Given the product [OH:40][CH2:39][C:38]([NH:37][S:34]([C:30]1[CH:29]=[C:28]([C:10]2[CH:11]=[CH:12][CH:13]=[C:8]([C:6]3[CH:5]=[C:4]([C:17]4[CH:18]=[CH:19][C:20]([C:23]([F:25])([F:24])[F:26])=[CH:21][CH:22]=4)[CH:3]=[C:2]([CH3:1])[N:7]=3)[CH:9]=2)[CH:33]=[CH:32][CH:31]=1)(=[O:36])=[O:35])([CH3:42])[CH3:41], predict the reactants needed to synthesize it. The reactants are: [CH3:1][C:2]1[N:7]=[C:6]([C:8]2[CH:9]=[C:10](B(O)O)[CH:11]=[CH:12][CH:13]=2)[CH:5]=[C:4]([C:17]2[CH:22]=[CH:21][C:20]([C:23]([F:26])([F:25])[F:24])=[CH:19][CH:18]=2)[CH:3]=1.Br[C:28]1[CH:29]=[C:30]([S:34]([NH:37][C:38]([CH3:42])([CH3:41])[CH2:39][OH:40])(=[O:36])=[O:35])[CH:31]=[CH:32][CH:33]=1. (2) Given the product [O:1]=[C:2]1[CH:7]=[C:6]([NH:8][C:9](=[O:22])[CH2:10][C:11]2[CH:16]=[CH:15][CH:14]=[C:13]([O:17][C:18]([F:19])([F:20])[F:21])[CH:12]=2)[CH:5]=[CH:4][N:3]1[CH2:23][CH2:24][CH2:25][CH2:26][N:27]1[CH:31]=[C:30]([C:32]([OH:34])=[O:33])[N:29]=[N:28]1, predict the reactants needed to synthesize it. The reactants are: [O:1]=[C:2]1[CH:7]=[C:6]([NH:8][C:9](=[O:22])[CH2:10][C:11]2[CH:16]=[CH:15][CH:14]=[C:13]([O:17][C:18]([F:21])([F:20])[F:19])[CH:12]=2)[CH:5]=[CH:4][N:3]1[CH2:23][CH2:24][CH2:25][CH2:26][N:27]1[CH:31]=[C:30]([C:32]([O:34]CC)=[O:33])[N:29]=[N:28]1.[Li+].[OH-]. (3) Given the product [Cl:1][C:2]1[N:7]=[C:6]([NH:8][CH2:9][C:10]([CH3:14])([CH3:13])[CH2:11][NH:12][C:29](=[O:48])[CH3:30])[CH:5]=[C:4]([C:15]2[C:23]3[C:18](=[N:19][CH:20]=[CH:21][CH:22]=3)[NH:17][CH:16]=2)[CH:3]=1, predict the reactants needed to synthesize it. The reactants are: [Cl:1][C:2]1[N:7]=[C:6]([NH:8][CH2:9][C:10]([CH3:14])([CH3:13])[CH2:11][NH2:12])[CH:5]=[C:4]([C:15]2[C:23]3[C:18](=[N:19][CH:20]=[CH:21][CH:22]=3)[NH:17][CH:16]=2)[CH:3]=1.C(N([CH2:29][CH3:30])CC)C.C(Cl)CCCCCCCCCCCCCCC.[OH2:48]. (4) Given the product [C:19]([C:18]1[CH:21]=[C:14]([NH:13][C:6]([C:5]2[S:1][C:2]3[CH:12]=[CH:11][CH:10]=[CH:9][C:3]=3[CH:4]=2)=[O:8])[CH:15]=[CH:16][C:17]=1[N:22]1[CH2:23][CH2:24][N:25]([CH3:28])[CH2:26][CH2:27]1)#[N:20], predict the reactants needed to synthesize it. The reactants are: [S:1]1[C:5]([C:6]([OH:8])=O)=[CH:4][C:3]2[CH:9]=[CH:10][CH:11]=[CH:12][C:2]1=2.[NH2:13][C:14]1[CH:15]=[CH:16][C:17]([N:22]2[CH2:27][CH2:26][N:25]([CH3:28])[CH2:24][CH2:23]2)=[C:18]([CH:21]=1)[C:19]#[N:20].